The task is: Predict the reactants needed to synthesize the given product.. This data is from Full USPTO retrosynthesis dataset with 1.9M reactions from patents (1976-2016). (1) Given the product [Cl:1][C:2]1[CH:3]=[CH:4][C:5]([C:8]([CH3:13])([CH3:12])[C:9]([NH:14][CH2:15][CH2:16][CH2:17][N:18]2[CH2:23][CH2:22][CH:21]([C:24]3[CH:29]=[CH:28][CH:27]=[C:26]([NH:30][C:31](=[O:35])[CH:32]([CH3:33])[CH3:34])[CH:25]=3)[CH2:20][CH2:19]2)=[O:11])=[CH:6][CH:7]=1, predict the reactants needed to synthesize it. The reactants are: [Cl:1][C:2]1[CH:7]=[CH:6][C:5]([C:8]([CH3:13])([CH3:12])[C:9]([OH:11])=O)=[CH:4][CH:3]=1.[NH2:14][CH2:15][CH2:16][CH2:17][N:18]1[CH2:23][CH2:22][CH:21]([C:24]2[CH:25]=[C:26]([NH:30][C:31](=[O:35])[CH:32]([CH3:34])[CH3:33])[CH:27]=[CH:28][CH:29]=2)[CH2:20][CH2:19]1. (2) The reactants are: [NH:1]1[CH2:5][CH2:4][C:3]([C:6]2[CH:11]=[CH:10][C:9]([OH:12])=[CH:8][CH:7]=2)=[N:2]1.[CH3:13][O:14][C:15]1[C:20]([O:21][CH3:22])=[CH:19][CH:18]=[CH:17][C:16]=1[CH2:23][C:24](O)=[O:25]. Given the product [CH3:13][O:14][C:15]1[C:20]([O:21][CH3:22])=[CH:19][CH:18]=[CH:17][C:16]=1[CH2:23][C:24]([N:1]1[CH2:5][CH2:4][C:3]([C:6]2[CH:11]=[CH:10][C:9]([OH:12])=[CH:8][CH:7]=2)=[N:2]1)=[O:25], predict the reactants needed to synthesize it. (3) Given the product [OH:14][C:13]([CH2:12][S:9]([C:6]1[CH:7]=[CH:8][C:3]([O:2][CH3:1])=[CH:4][CH:5]=1)(=[O:11])=[O:10])([CH2:15][NH:37][C:30]([C:31]1[CH:36]=[CH:35][CH:34]=[CH:33][CH:32]=1)=[O:27])[C:16]([O:18][CH2:19][CH3:20])=[O:17], predict the reactants needed to synthesize it. The reactants are: [CH3:1][O:2][C:3]1[CH:8]=[CH:7][C:6]([S:9]([CH2:12][C:13]2([C:16]([O:18][CH2:19][CH3:20])=[O:17])[CH2:15][O:14]2)(=[O:11])=[O:10])=[CH:5][CH:4]=1.B(F)(F)F.CC[O:27]CC.[C:30](#[N:37])[C:31]1[CH:36]=[CH:35][CH:34]=[CH:33][CH:32]=1.C(O)(=O)C(O)=O. (4) The reactants are: [CH3:1][O:2][C:3]1[N:8]=[CH:7][C:6]([C:9]2[N:39]=[CH:38][C:12]3[N:13]=[C:14]([N:24]4[CH2:29][CH2:28][N:27]([CH2:30][C:31]([O:33]C(C)(C)C)=[O:32])[CH2:26][CH2:25]4)[C:15](=[O:23])[N:16]([CH2:17][CH2:18][O:19][CH2:20][CH2:21][CH3:22])[C:11]=3[CH:10]=2)=[CH:5][CH:4]=1.FC(F)(F)C(O)=O. Given the product [CH3:1][O:2][C:3]1[N:8]=[CH:7][C:6]([C:9]2[N:39]=[CH:38][C:12]3[N:13]=[C:14]([N:24]4[CH2:25][CH2:26][N:27]([CH2:30][C:31]([OH:33])=[O:32])[CH2:28][CH2:29]4)[C:15](=[O:23])[N:16]([CH2:17][CH2:18][O:19][CH2:20][CH2:21][CH3:22])[C:11]=3[CH:10]=2)=[CH:5][CH:4]=1, predict the reactants needed to synthesize it. (5) Given the product [NH2:7][C@@H:8]([C:11]1[C:12]([F:26])=[C:13]([C:18]([C:20]2[CH:21]=[N:22][CH:23]=[CH:24][CH:25]=2)=[O:19])[C:14]([Cl:17])=[CH:15][CH:16]=1)[CH2:9][CH3:10], predict the reactants needed to synthesize it. The reactants are: C(OC(=O)[NH:7][C@@H:8]([C:11]1[CH:16]=[CH:15][C:14]([Cl:17])=[C:13]([C:18]([C:20]2[CH:21]=[N:22][CH:23]=[CH:24][CH:25]=2)=[O:19])[C:12]=1[F:26])[CH2:9][CH3:10])(C)(C)C.Cl.O1CCOCC1. (6) Given the product [CH3:1][C:2]1[CH:7]=[C:6]([NH:8][C:9]2[N:14]=[C:13]([NH:15][C:16]3[CH:20]=[C:19]([CH3:21])[NH:18][N:17]=3)[C:12]([C:22]([F:24])([F:25])[F:23])=[CH:11][N:10]=2)[C:5]([CH3:26])=[CH:4][C:3]=1[C@H:27]1[CH2:28][CH2:29][C@H:30]([OH:33])[CH2:31][CH2:32]1, predict the reactants needed to synthesize it. The reactants are: [CH3:1][C:2]1[CH:7]=[C:6]([NH:8][C:9]2[N:14]=[C:13]([NH:15][C:16]3[CH:20]=[C:19]([CH3:21])[NH:18][N:17]=3)[C:12]([C:22]([F:25])([F:24])[F:23])=[CH:11][N:10]=2)[C:5]([CH3:26])=[CH:4][C:3]=1[CH:27]1[CH2:32][CH2:31][C:30](=[O:33])[CH2:29][CH2:28]1.[BH4-].[Na+]. (7) Given the product [CH:29]([C:2]1[CH:3]=[C:4]([CH:25]=[CH:26][N:27]=1)[C:5]([NH:7][C:8]1[S:9][C:10]2[C:16]([CH:17]3[CH2:22][CH2:21][O:20][CH2:19][CH2:18]3)=[CH:15][CH:14]=[C:13]([O:23][CH3:24])[C:11]=2[N:12]=1)=[O:6])([CH3:30])[CH3:28], predict the reactants needed to synthesize it. The reactants are: Br[C:2]1[CH:3]=[C:4]([CH:25]=[CH:26][N:27]=1)[C:5]([NH:7][C:8]1[S:9][C:10]2[C:16]([CH:17]3[CH2:22][CH2:21][O:20][CH2:19][CH2:18]3)=[CH:15][CH:14]=[C:13]([O:23][CH3:24])[C:11]=2[N:12]=1)=[O:6].[CH:28]([Sn](CCCC)(CCCC)CCCC)=[CH:29][C:30](=C)C.C1(P(C2C=CC=CC=2)C2C=CC=CC=2)C=CC=CC=1.[Cl-].[Li+].C(C1C(O)=C(C(C)(C)C)C=C(C)C=1)(C)(C)C. (8) The reactants are: [OH:1][C:2]1[CH:11]=[CH:10][CH:9]=[C:8]2[C:3]=1[CH:4]=[CH:5][N:6]=[CH:7]2.[Br:12][C:13]1[CH:14]=[C:15]([CH:23]=[CH:24][CH:25]=[O:26])[CH:16]=[C:17]([O:21][CH3:22])[C:18]=1[O:19][CH3:20].N1CCOCC1. Given the product [Br:12][C:13]1[CH:14]=[C:15]([CH:23]2[C:11]3[C:2](=[C:3]4[CH:4]=[CH:5][N:6]=[CH:7][C:8]4=[CH:9][CH:10]=3)[O:1][CH:25]([OH:26])[CH2:24]2)[CH:16]=[C:17]([O:21][CH3:22])[C:18]=1[O:19][CH3:20], predict the reactants needed to synthesize it. (9) Given the product [NH2:1][C:2]1[N:3]=[C:4]([N:19]2[CH2:20][CH2:21][N:22]([C:25](=[O:28])[CH2:26][NH:27][C:43](=[O:44])[C:42]3[CH:46]=[CH:47][C:39]([Cl:38])=[CH:40][CH:41]=3)[CH2:23][CH2:24]2)[C:5]2[N:11]=[C:10]([C:12]3[CH:17]=[CH:16][C:15]([F:18])=[CH:14][CH:13]=3)[CH:9]=[CH:8][C:6]=2[N:7]=1, predict the reactants needed to synthesize it. The reactants are: [NH2:1][C:2]1[N:3]=[C:4]([N:19]2[CH2:24][CH2:23][N:22]([C:25](=[O:28])[CH2:26][NH2:27])[CH2:21][CH2:20]2)[C:5]2[N:11]=[C:10]([C:12]3[CH:17]=[CH:16][C:15]([F:18])=[CH:14][CH:13]=3)[CH:9]=[CH:8][C:6]=2[N:7]=1.CCN(C(C)C)C(C)C.[Cl:38][C:39]1[CH:47]=[CH:46][C:42]([C:43](Cl)=[O:44])=[CH:41][CH:40]=1. (10) The reactants are: [N:1]([CH:4]1[CH2:24][N:8]2[C:9]3[C:14]([C:15]([CH2:16][C:17]([O:19]CCC)=[O:18])=[C:7]2[CH2:6][CH2:5]1)=[CH:13][CH:12]=[CH:11][C:10]=3[F:23])=[N+:2]=[N-:3].[CH3:25][CH:26]([C:29]1[CH:34]=[CH:33][CH:32]=[CH:31][CH:30]=1)[C:27]#[CH:28].BrC(C1C=CC=CC=1)C.C([Si](C)(C)C)#C. Given the product [F:23][C:10]1[CH:11]=[CH:12][CH:13]=[C:14]2[C:9]=1[N:8]1[CH2:24][CH:4]([N:1]3[C:27]([CH:26]([C:29]4[CH:34]=[CH:33][CH:32]=[CH:31][CH:30]=4)[CH3:25])=[CH:28][N:3]=[N:2]3)[CH2:5][CH2:6][C:7]1=[C:15]2[CH2:16][C:17]([OH:19])=[O:18], predict the reactants needed to synthesize it.